Dataset: Forward reaction prediction with 1.9M reactions from USPTO patents (1976-2016). Task: Predict the product of the given reaction. (1) Given the reactants C(O[C:6]([N:8]1[CH2:12][C:11](=[N:13][O:14][CH3:15])[CH2:10][C@H:9]1[C:16]([OH:18])=O)=[O:7])(C)(C)C.[N:19]1[CH:24]=[CH:23][CH:22]=[C:21]([C:25]2[CH:33]=[CH:32][C:28](C(O)=O)=[CH:27][CH:26]=2)[CH:20]=1.[NH2:34][C@@H:35]([CH2:44][OH:45])[C@H:36]([C:38]1[CH:43]=[CH:42][CH:41]=[CH:40][CH:39]=1)[OH:37], predict the reaction product. The product is: [OH:37][C@@H:36]([C:38]1[CH:43]=[CH:42][CH:41]=[CH:40][CH:39]=1)[C@@H:35]([NH:34][C:16]([C@@H:9]1[CH2:10][C:11](=[N:13][O:14][CH3:15])[CH2:12][N:8]1[C:6](=[O:7])[C:28]1[CH:27]=[CH:26][C:25]([C:21]2[CH:20]=[N:19][CH:24]=[CH:23][CH:22]=2)=[CH:33][CH:32]=1)=[O:18])[CH2:44][OH:45]. (2) The product is: [ClH:12].[Cl:12][C:11]1[CH:7]=[C:3]([C:4]([NH2:6])=[O:5])[C:1](=[NH:2])[N:24]([CH2:23][C:21]2[CH:22]=[C:17]([F:16])[CH:18]=[CH:19][C:20]=2[S:25]([CH3:28])(=[O:27])=[O:26])[CH:10]=1. Given the reactants [C:1]([CH:3]([CH:7]1[C:11]([Cl:12])=[C:10](Cl)C(=O)O1)[C:4]([NH2:6])=[O:5])#[N:2].Cl.[F:16][C:17]1[CH:18]=[CH:19][C:20]([S:25]([CH3:28])(=[O:27])=[O:26])=[C:21]([CH2:23][NH2:24])[CH:22]=1.C(=O)([O-])[O-].[K+].[K+].[OH-].[Na+], predict the reaction product. (3) Given the reactants [CH2:1]([N:3]1[CH2:8][CH2:7][N:6]([C:9]2[CH:10]=[CH:11][C:12]([NH2:15])=[N:13][CH:14]=2)[CH2:5][CH2:4]1)[CH3:2].Br[C:17]1[C:18](=[O:25])[N:19]([CH3:24])[N:20]=[C:21]([Cl:23])[CH:22]=1.C1(P(C2C=CC=CC=2)C2C3OC4C(=CC=CC=4P(C4C=CC=CC=4)C4C=CC=CC=4)C(C)(C)C=3C=CC=2)C=CC=CC=1, predict the reaction product. The product is: [Cl:23][C:21]1[CH:22]=[C:17]([NH:15][C:12]2[CH:11]=[CH:10][C:9]([N:6]3[CH2:5][CH2:4][N:3]([CH2:1][CH3:2])[CH2:8][CH2:7]3)=[CH:14][N:13]=2)[C:18](=[O:25])[N:19]([CH3:24])[N:20]=1.